From a dataset of Full USPTO retrosynthesis dataset with 1.9M reactions from patents (1976-2016). Predict the reactants needed to synthesize the given product. (1) Given the product [F:14][C:10]1[CH:9]=[C:8]([P:23](=[O:26])([O:34][CH3:33])[O:24][CH3:27])[CH:7]=[CH:12][C:11]=1[F:13], predict the reactants needed to synthesize it. The reactants are: FC(F)(F)S(O[C:7]1[CH:12]=[C:11]([F:13])[C:10]([F:14])=[CH:9][C:8]=1[Si](C)(C)C)(=O)=O.[F-].[Cs+].[P:23]([O-:26])([O-])[O-:24].[C:27](#N)C.CCO[C:33](C)=[O:34]. (2) Given the product [CH3:27][O:26][C:22]([C:23]1[O:1][N:2]=[C:7]([CH2:6][CH:5]([CH3:9])[CH3:4])[CH:24]=1)=[O:25], predict the reactants needed to synthesize it. The reactants are: [OH2:1].[NH2:2]O.[CH3:4][CH:5]([CH3:9])[CH2:6][CH:7]=O.CC1C=CC(S(NCl)(=O)=O)=CC=1.[C:22]([O:26][CH3:27])(=[O:25])[C:23]#[CH:24].[OH-].[Na+].[NH4+].[OH-].